This data is from Peptide-MHC class I binding affinity with 185,985 pairs from IEDB/IMGT. The task is: Regression. Given a peptide amino acid sequence and an MHC pseudo amino acid sequence, predict their binding affinity value. This is MHC class I binding data. (1) The peptide sequence is TLATGPILTL. The MHC is HLA-A02:01 with pseudo-sequence HLA-A02:01. The binding affinity (normalized) is 0.613. (2) The peptide sequence is TLAGVNVGE. The MHC is HLA-A02:01 with pseudo-sequence HLA-A02:01. The binding affinity (normalized) is 0. (3) The peptide sequence is KRFYQTVGF. The MHC is HLA-B08:02 with pseudo-sequence HLA-B08:02. The binding affinity (normalized) is 0.0847. (4) The peptide sequence is RPDTRHLRV. The MHC is H-2-Ld with pseudo-sequence H-2-Ld. The binding affinity (normalized) is 0.377.